Dataset: Catalyst prediction with 721,799 reactions and 888 catalyst types from USPTO. Task: Predict which catalyst facilitates the given reaction. (1) Reactant: CN(C=O)C.[OH:6][CH2:7][CH2:8][C:9]1[CH:28]=[CH:27][C:12]([CH2:13][N:14]2[CH2:19][CH2:18][N:17]([C:20]([O:22][C:23]([CH3:26])([CH3:25])[CH3:24])=[O:21])[CH2:16][CH2:15]2)=[CH:11][CH:10]=1.[H-].[Na+].F[C:32]1[CH:37]=[CH:36][CH:35]=[C:34]([CH3:38])[N:33]=1. Product: [CH3:38][C:34]1[N:33]=[C:32]([O:6][CH2:7][CH2:8][C:9]2[CH:10]=[CH:11][C:12]([CH2:13][N:14]3[CH2:19][CH2:18][N:17]([C:20]([O:22][C:23]([CH3:25])([CH3:24])[CH3:26])=[O:21])[CH2:16][CH2:15]3)=[CH:27][CH:28]=2)[CH:37]=[CH:36][CH:35]=1. The catalyst class is: 6. (2) Reactant: C([O:5][C:6]([CH:8]1[CH:12]([CH2:13][C:14]([CH3:17])([CH3:16])[CH3:15])[C:11]([C:20]2[CH:25]=[CH:24][C:23]([Cl:26])=[CH:22][CH:21]=2)([C:18]#[N:19])[CH:10]([C:27]2[CH:32]=[CH:31][CH:30]=[C:29]([Cl:33])[CH:28]=2)[NH:9]1)=[O:7])(C)(C)C.[F:34][C:35]([F:40])([F:39])[C:36]([OH:38])=[O:37]. Product: [F:34][C:35]([F:40])([F:39])[C:36]([OH:38])=[O:37].[Cl:33][C:29]1[CH:28]=[C:27]([CH:10]2[NH:9][CH:8]([C:6]([OH:7])=[O:5])[CH:12]([CH2:13][C:14]([CH3:17])([CH3:16])[CH3:15])[C:11]2([C:20]2[CH:21]=[CH:22][C:23]([Cl:26])=[CH:24][CH:25]=2)[C:18]#[N:19])[CH:32]=[CH:31][CH:30]=1. The catalyst class is: 4. (3) Reactant: Cl[C:2]1[C:11]2=[N:12][N:13](CC3C=CC(OC)=CC=3)[CH:14]=[C:10]2[C:9]2[CH:8]=[C:7]([O:24][CH3:25])[CH:6]=[C:5]([O:26][CH3:27])[C:4]=2[N:3]=1.[NH2:28][C:29]1[CH:34]=[CH:33][C:32]([NH:35][C:36]([NH:38][C:39]2[CH:40]=[C:41]([CH3:45])[CH:42]=[CH:43][CH:44]=2)=[O:37])=[CH:31][CH:30]=1.Cl. Product: [CH3:27][O:26][C:5]1[C:4]2[N:3]=[C:2]([NH:28][C:29]3[CH:30]=[CH:31][C:32]([NH:35][C:36]([NH:38][C:39]4[CH:40]=[C:41]([CH3:45])[CH:42]=[CH:43][CH:44]=4)=[O:37])=[CH:33][CH:34]=3)[C:11]3=[N:12][NH:13][CH:14]=[C:10]3[C:9]=2[CH:8]=[C:7]([O:24][CH3:25])[CH:6]=1. The catalyst class is: 71. (4) Reactant: [OH:1][CH:2]1[CH2:7][CH2:6][NH:5][CH2:4][CH2:3]1.C(N(CC)CC)C.[CH3:23][S:20](O[S:20]([CH3:23])(=[O:22])=[O:21])(=[O:22])=[O:21].[F:24][C:25]([F:37])([F:36])[C:26]1[CH:31]=[CH:30][C:29]([S:32](Cl)(=[O:34])=[O:33])=[CH:28][CH:27]=1. Product: [F:37][C:25]([F:24])([F:36])[C:26]1[CH:27]=[CH:28][C:29]([S:32]([O:1][CH:2]2[CH2:7][CH2:6][N:5]([S:20]([CH3:23])(=[O:21])=[O:22])[CH2:4][CH2:3]2)(=[O:34])=[O:33])=[CH:30][CH:31]=1. The catalyst class is: 119. (5) Reactant: [CH2:1]([N:3]1[C:7]([C:8]([OH:10])=O)=[CH:6][C:5]([CH3:11])=[N:4]1)[CH3:2].O1CCCC1.S(Cl)(Cl)=O.[NH2:21][C:22]1[CH:23]=[C:24]([CH:41]=[CH:42][C:43]=1[Cl:44])[O:25][C:26]1[CH:27]=[CH:28][C:29]2[N:30]([N:32]=[C:33]([NH:35][C:36]([CH:38]3[CH2:40][CH2:39]3)=[O:37])[N:34]=2)[CH:31]=1. Product: [Cl:44][C:43]1[CH:42]=[CH:41][C:24]([O:25][C:26]2[CH:27]=[CH:28][C:29]3[N:30]([N:32]=[C:33]([NH:35][C:36]([CH:38]4[CH2:40][CH2:39]4)=[O:37])[N:34]=3)[CH:31]=2)=[CH:23][C:22]=1[NH:21][C:8]([C:7]1[N:3]([CH2:1][CH3:2])[N:4]=[C:5]([CH3:11])[CH:6]=1)=[O:10]. The catalyst class is: 402.